Binary Classification. Given a drug SMILES string, predict its activity (active/inactive) in a high-throughput screening assay against a specified biological target. From a dataset of M1 muscarinic receptor antagonist screen with 61,756 compounds. (1) The drug is O(C(=O)CCc1c(n2ncnc2nc1C)C)CC. The result is 0 (inactive). (2) The molecule is O=c1n2c(cc(nc2nc2c1cccc2)Nc1c(cccc1)C(O)=O)C. The result is 0 (inactive). (3) The drug is Brc1cc2c(cc(OCC(O)CN3CCN(CC3)c3ncccc3)cc2)cc1. The result is 0 (inactive). (4) The compound is O1C(CN(CC1C)Cc1n(CCC(C)C)c2c(n1)n(c(=O)n(c2=O)C)C)C. The result is 0 (inactive).